Task: Regression/Classification. Given a drug SMILES string, predict its toxicity properties. Task type varies by dataset: regression for continuous values (e.g., LD50, hERG inhibition percentage) or binary classification for toxic/non-toxic outcomes (e.g., AMES mutagenicity, cardiotoxicity, hepatotoxicity). Dataset: herg_karim.. Dataset: hERG potassium channel inhibition data for cardiac toxicity prediction from Karim et al. (1) The compound is CC(c1ccc(-c2cn(C)c(=O)cc2CO)cc1)C(N)C(=O)N1CCC(F)C1. The result is 0 (non-blocker). (2) The drug is CCCCNc1ncc2c(-c3ccc(S(=O)(=O)NC)cc3)nn(CC3CCC(N)CC3)c2n1. The result is 1 (blocker).